This data is from Reaction yield outcomes from USPTO patents with 853,638 reactions. The task is: Predict the reaction yield, written as a fraction of the theoretical maximum amount of product (1.0 means a 100% yield; for example, 0.34 means a 34% yield). (1) The product is [CH3:43][N:38]1[C:37]2[NH:36][C:35]3[CH:44]=[C:45]([CH3:48])[CH:46]=[CH:47][C:34]=3[N:33]([C:31]([CH:28]3[CH2:29][CH2:30][CH:25]([CH2:24][NH:23][C:10]([N:58]4[CH2:57][CH2:56][N:55]([CH2:54][CH2:53][C:52]([CH3:62])([CH3:61])[CH3:51])[CH2:60][CH2:59]4)=[O:11])[CH2:26][CH2:27]3)=[O:32])[CH2:42][C:41]=2[CH:40]=[N:39]1. The reactants are CCN(C(C)C)C(C)C.[C:10](N1C=CN=C1)(N1C=CN=C1)=[O:11].Cl.[NH2:23][CH2:24][CH:25]1[CH2:30][CH2:29][CH:28]([C:31]([N:33]2[CH2:42][C:41]3[CH:40]=[N:39][N:38]([CH3:43])[C:37]=3[NH:36][C:35]3[CH:44]=[C:45]([CH3:48])[CH:46]=[CH:47][C:34]2=3)=[O:32])[CH2:27][CH2:26]1.Cl.Cl.[CH3:51][C:52]([CH3:62])([CH3:61])[CH2:53][CH2:54][N:55]1[CH2:60][CH2:59][NH:58][CH2:57][CH2:56]1. The yield is 0.290. The catalyst is CN(C=O)C.CCOC(C)=O. (2) The reactants are [F:1][C:2]1[CH:7]=[C:6]([C:8](=[N:17][OH:18])[C:9]([C:11]2[CH:16]=[CH:15][CH:14]=[CH:13][N:12]=2)=O)[CH:5]=[CH:4][N:3]=1.[CH3:19][C:20]([CH:23]=O)([CH3:22])[CH3:21].C([O-])(=O)C.[NH4+:29].C(O)(=O)C.[OH-].[Na+]. The catalyst is O. The product is [C:20]([C:23]1[N:17]([OH:18])[C:8]([C:6]2[CH:5]=[CH:4][N:3]=[C:2]([F:1])[CH:7]=2)=[C:9]([C:11]2[CH:16]=[CH:15][CH:14]=[CH:13][N:12]=2)[N:29]=1)([CH3:22])([CH3:21])[CH3:19]. The yield is 0.820. (3) The reactants are [C:1]1([C:7]2[C:15]3[C:10](=[N:11][CH:12]=[C:13]([C:16]#[C:17][Si](C)(C)C)[N:14]=3)[O:9][C:8]=2[C:22]2[CH:27]=[CH:26][C:25]([C:28]3([NH:32][C:33](=[O:39])[O:34][C:35]([CH3:38])([CH3:37])[CH3:36])[CH2:31][CH2:30][CH2:29]3)=[CH:24][CH:23]=2)[CH:6]=[CH:5][CH:4]=[CH:3][CH:2]=1.C(=O)([O-])[O-].[K+].[K+]. The catalyst is CO. The product is [C:16]([C:13]1[N:14]=[C:15]2[C:7]([C:1]3[CH:2]=[CH:3][CH:4]=[CH:5][CH:6]=3)=[C:8]([C:22]3[CH:27]=[CH:26][C:25]([C:28]4([NH:32][C:33](=[O:39])[O:34][C:35]([CH3:37])([CH3:36])[CH3:38])[CH2:31][CH2:30][CH2:29]4)=[CH:24][CH:23]=3)[O:9][C:10]2=[N:11][CH:12]=1)#[CH:17]. The yield is 0.900. (4) The reactants are [CH2:1]([O:3][C:4]1[CH:12]=[CH:11][C:7]([C:8](O)=[O:9])=[CH:6][C:5]=1[C:13]([F:16])([F:15])[F:14])[CH3:2].[CH:17]1C=CC2N(O)N=NC=2C=1.CCN=C=NCCCN(C)C.O[N:39]=[C:40]([C:42]1[C:43]2[CH2:44][CH2:45][CH:46]([OH:51])[C:47]=2[CH:48]=[CH:49][CH:50]=1)[NH2:41].[Na+].[Cl-]. The catalyst is CN(C=O)C. The product is [CH:1]([O:3][C:4]1[CH:12]=[CH:11][C:7]([C:8]2[O:9][N:41]=[C:40]([C:42]3[CH:50]=[CH:49][CH:48]=[C:47]4[C:43]=3[CH2:44][CH2:45][CH:46]4[OH:51])[N:39]=2)=[CH:6][C:5]=1[C:13]([F:16])([F:15])[F:14])([CH3:2])[CH3:17]. The yield is 0.630.